This data is from Full USPTO retrosynthesis dataset with 1.9M reactions from patents (1976-2016). The task is: Predict the reactants needed to synthesize the given product. (1) The reactants are: [CH2:1]([C:3]1[N:7]([CH2:8][C:9]2[CH:14]=[CH:13][C:12]([F:15])=[CH:11][CH:10]=2)[C:6]([CH2:16][N:17]([CH2:25][C:26]2[CH:31]=[C:30]([CH:32]=[O:33])[CH:29]=[C:28]([CH3:34])[N:27]=2)[C:18](=[O:24])[O:19][C:20]([CH3:23])([CH3:22])[CH3:21])=[N:5][CH:4]=1)[CH3:2].[NH2:35][CH2:36][C:37]1([CH2:40]O)[CH2:39][CH2:38]1. Given the product [CH2:1]([C:3]1[N:7]([CH2:8][C:9]2[CH:14]=[CH:13][C:12]([F:15])=[CH:11][CH:10]=2)[C:6]([CH2:16][N:17]([CH2:25][C:26]2[CH:31]=[C:30]([CH:32]3[NH:35][CH2:36][C:37]4([CH2:39][CH2:38]4)[CH2:40][O:33]3)[CH:29]=[C:28]([CH3:34])[N:27]=2)[C:18](=[O:24])[O:19][C:20]([CH3:22])([CH3:23])[CH3:21])=[N:5][CH:4]=1)[CH3:2], predict the reactants needed to synthesize it. (2) Given the product [F:27][C:28]([F:38])([CH2:29][I:6])[CH2:31][N:32]1[CH2:37][CH2:36][O:35][CH2:34][CH2:33]1, predict the reactants needed to synthesize it. The reactants are: N1C=CN=C1.[I:6]I.C1(P(C2C=CC=CC=2)C2C=CC=CC=2)C=CC=CC=1.[F:27][C:28]([F:38])([CH2:31][N:32]1[CH2:37][CH2:36][O:35][CH2:34][CH2:33]1)[CH2:29]O.